Task: Predict the product of the given reaction.. Dataset: Forward reaction prediction with 1.9M reactions from USPTO patents (1976-2016) (1) The product is: [CH:1]1([C:4]2[C:10]([N+:11]([O-:13])=[O:12])=[CH:9][C:7]([N:8]3[C:18](=[O:19])[C:22]4[C:21](=[CH:26][CH:25]=[CH:24][CH:23]=4)[C:20]3=[O:27])=[CH:6][C:5]=2[C:14]([F:15])([F:16])[F:17])[CH2:2][CH2:3]1. Given the reactants [CH:1]1([C:4]2[C:10]([N+:11]([O-:13])=[O:12])=[CH:9][C:7]([NH2:8])=[CH:6][C:5]=2[C:14]([F:17])([F:16])[F:15])[CH2:3][CH2:2]1.[C:18]1(=O)[C:22]2[CH:23]=[CH:24][CH:25]=[CH:26][C:21]=2[C:20](=[O:27])[O:19]1.C(N(CC)CC)C, predict the reaction product. (2) Given the reactants Br[C:2]1[CH:7]=[C:6]([F:8])[CH:5]=[CH:4][C:3]=1[O:9][CH3:10].C([Li])CCC.CSC.Cl[Si](C)(C)C.[O:24]=[C:25]([CH:27]=[C:28]([CH3:30])[CH3:29])[CH3:26], predict the reaction product. The product is: [F:8][C:6]1[CH:5]=[CH:4][C:3]([O:9][CH3:10])=[C:2]([C:28]([CH3:30])([CH3:29])[CH2:27][C:25](=[O:24])[CH3:26])[CH:7]=1.